From a dataset of Full USPTO retrosynthesis dataset with 1.9M reactions from patents (1976-2016). Predict the reactants needed to synthesize the given product. Given the product [Cl:2][C:3]1[CH:8]=[CH:7][C:6]([C@H:9]([NH:14][C:18]2[CH:19]=[CH:20][C:21]([CH3:29])=[C:22]([CH:24]3[O:25][CH2:26][CH2:27][O:28]3)[CH:23]=2)[C:10]([F:12])([F:13])[F:11])=[CH:5][C:4]=1[CH3:15], predict the reactants needed to synthesize it. The reactants are: Cl.[Cl:2][C:3]1[CH:8]=[CH:7][C:6]([C@H:9]([NH2:14])[C:10]([F:13])([F:12])[F:11])=[CH:5][C:4]=1[CH3:15].[Br-].Br[C:18]1[CH:19]=[CH:20][C:21]([CH3:29])=[C:22]([CH:24]2[O:28][CH2:27][CH2:26][O:25]2)[CH:23]=1.CC(C1C=C(C(C)C)C(C2C=CC=CC=2P(C2CCCCC2)C2CCCCC2)=C(C(C)C)C=1)C.C([O-])([O-])=O.[Cs+].[Cs+].